Dataset: Forward reaction prediction with 1.9M reactions from USPTO patents (1976-2016). Task: Predict the product of the given reaction. Given the reactants [NH2:1][C:2]([CH2:4][C:5]1[C:14]2[C:9](=[CH:10][C:11]([OH:15])=[CH:12][CH:13]=2)[O:8][C:7](=[O:16])[CH:6]=1)=[O:3].[CH:17](N(C(C)C)CC)([CH3:19])[CH3:18].[CH2:26]1[CH2:30][O:29][CH2:28][CH2:27]1, predict the reaction product. The product is: [NH2:1][C:2]([CH2:4][C:5]1[C:14]2[C:9](=[CH:10][C:11]([O:15][CH2:19][C:17]3[CH:30]=[CH:26][CH:27]=[C:28]([OH:29])[CH:18]=3)=[CH:12][CH:13]=2)[O:8][C:7](=[O:16])[CH:6]=1)=[O:3].